Dataset: Orexin1 receptor HTS with 218,158 compounds and 233 confirmed actives. Task: Binary Classification. Given a drug SMILES string, predict its activity (active/inactive) in a high-throughput screening assay against a specified biological target. (1) The drug is O1c2cc(c3c(c4n(nc(n4)c4ccc(C(C)(C)C)cc4)cc3)C#N)ccc2OC1. The result is 0 (inactive). (2) The compound is O1c2cc(C3N(CCC3)CC(=O)N)ccc2OCC1. The result is 0 (inactive). (3) The drug is O1CCN(C(=O)N2CCC(NC(=O)C)(CC2)c2ccccc2)CC1. The result is 0 (inactive). (4) The compound is Brc1c(C(OCC(=O)N2CCc3c2cccc3)=O)cc(OC)cc1. The result is 0 (inactive). (5) The compound is Clc1c(N2CCC(C2=O)\C=N\OC)ncc(c1)C(F)(F)F. The result is 0 (inactive). (6) The compound is Clc1cc(NS(=O)(=O)c2cc(C(=O)NCC3OCCC3)ccc2)c(OC)cc1. The result is 0 (inactive). (7) The drug is O1C(C(O)C(O)C(O)C1Oc1c2c(oc3c(c2=O)c(O)cc(OC)c3)c(O)cc1)CO. The result is 0 (inactive).